This data is from Full USPTO retrosynthesis dataset with 1.9M reactions from patents (1976-2016). The task is: Predict the reactants needed to synthesize the given product. Given the product [O:21]1[CH:18]([CH3:19])[CH:22]1[CH2:23][O:46][C:43]1[CH:44]=[CH:45][C:40]([C:31]([C:33]2[CH:34]=[CH:35][C:36]([O:39][CH2:63][CH:64]3[O:67][CH:65]3[CH3:66])=[CH:37][CH:38]=2)([CH3:30])[CH3:32])=[CH:41][CH:42]=1, predict the reactants needed to synthesize it. The reactants are: [CH2:22]([O:21][C:18]1C=CC(C(C2C=[CH:19][C:18]([O:21][CH2:22][CH:23]=CC)=CC=2)(C)C)=C[CH:19]=1)[CH:23]=CC.ClCCCl.[CH3:30][C:31]([C:40]1[CH:41]=[CH:42][C:43]([OH:46])=[CH:44][CH:45]=1)([C:33]1[CH:34]=[CH:35][C:36]([OH:39])=[CH:37][CH:38]=1)[CH3:32].ClC1C=C(C=CC=1)C(OO)=O.CC(C1[CH:66]=[CH:65][C:64]([OH:67])=[CH:63]C=1)(C1C=[CH:63][C:64]([OH:67])=[CH:65][CH:66]=1)C.